From a dataset of Full USPTO retrosynthesis dataset with 1.9M reactions from patents (1976-2016). Predict the reactants needed to synthesize the given product. (1) Given the product [CH3:2][C:3]1[C:4]([O:9][C:10]2[CH:11]=[C:12]([CH:13]=[CH:14][CH:15]=2)[CH:16]=[C:17]2[CH2:22][CH2:21][N:20]([C:30]([NH:29][C:25]3[N:24]=[N:23][CH:28]=[CH:27][CH:26]=3)=[O:31])[CH2:19][CH2:18]2)=[N:5][CH:6]=[CH:7][CH:8]=1, predict the reactants needed to synthesize it. The reactants are: Cl.[CH3:2][C:3]1[C:4]([O:9][C:10]2[CH:15]=[CH:14][CH:13]=[C:12]([CH:16]=[C:17]3[CH2:22][CH2:21][NH:20][CH2:19][CH2:18]3)[CH:11]=2)=[N:5][CH:6]=[CH:7][CH:8]=1.[N:23]1[CH:28]=[CH:27][CH:26]=[C:25]([NH:29][C:30](=O)[O:31]C2C=CC=CC=2)[N:24]=1.C(N(CC)CC)C. (2) Given the product [Br:15][C:5]1[CH:6]=[CH:7][C:2]([OH:1])=[C:3]([O:8][C:9](=[O:14])[C:10]([CH3:11])([CH3:13])[CH3:12])[CH:4]=1, predict the reactants needed to synthesize it. The reactants are: [OH:1][C:2]1[CH:7]=[CH:6][CH:5]=[CH:4][C:3]=1[O:8][C:9](=[O:14])[C:10]([CH3:13])([CH3:12])[CH3:11].[Br:15]Br.S([O-])([O-])(=O)=S.[Na+].[Na+].